This data is from Reaction yield outcomes from USPTO patents with 853,638 reactions. The task is: Predict the reaction yield, written as a fraction of the theoretical maximum amount of product (1.0 means a 100% yield; for example, 0.34 means a 34% yield). (1) The reactants are C(OC([NH:8][CH2:9][CH2:10][CH2:11][CH2:12][C:13]1[CH:18]=[CH:17][C:16]([N:19]([CH2:25][CH2:26][N:27]([CH2:33][C@H:34]([OH:37])[CH2:35][OH:36])[CH2:28][C@H:29]([OH:32])[CH2:30][OH:31])[CH2:20][C@H:21]([OH:24])[CH2:22][OH:23])=[CH:15][CH:14]=1)=O)(C)(C)C.[C:38]([OH:44])([C:40]([F:43])([F:42])[F:41])=[O:39]. The catalyst is ClCCl. The product is [F:41][C:40]([F:43])([F:42])[C:38]([OH:44])=[O:39].[F:41][C:40]([F:43])([F:42])[C:38]([OH:44])=[O:39].[OH:32][C@H:29]([CH2:30][OH:31])[CH2:28][N:27]([CH2:26][CH2:25][N:19]([C:16]1[CH:17]=[CH:18][C:13]([CH2:12][CH2:11][CH2:10][CH2:9][NH2:8])=[CH:14][CH:15]=1)[CH2:20][C@H:21]([OH:24])[CH2:22][OH:23])[CH2:33][C@H:34]([OH:37])[CH2:35][OH:36]. The yield is 0.800. (2) The catalyst is C1(C)C=CC=CC=1.CO. The product is [C:2](/[N:3]=[C:15](\[S:16][CH3:27])/[NH:14][C:12]1[CH:13]=[C:8]([Cl:7])[C:9]([S:18][C:20]2[CH:25]=[CH:24][CH:23]=[CH:22][CH:21]=2)=[C:10]([Cl:17])[CH:11]=1)#[N:1]. The reactants are [N:1]#[C:2][NH2:3].C[O-].[Na+].[Cl:7][C:8]1[CH:13]=[C:12]([N:14]=[C:15]=[S:16])[CH:11]=[C:10]([Cl:17])[C:9]=1[S:18]([C:20]1[CH:25]=[CH:24][CH:23]=[CH:22][CH:21]=1)=O.[N-]=[C:27]=S.IC. The yield is 0.750. (3) The reactants are [OH:1][C@@H:2]([C:23]1[CH:28]=[CH:27][CH:26]=[CH:25][CH:24]=1)[CH2:3][CH2:4][N:5]1[CH2:10][CH2:9][CH:8]([C:11]2[CH:12]=[C:13]([NH:17][C:18](=[O:22])[CH:19]([CH3:21])[CH3:20])[CH:14]=[CH:15][CH:16]=2)[CH2:7][CH2:6]1.[Br:29][C:30]1[CH:35]=[CH:34][C:33](O)=[CH:32][CH:31]=1.C1(P(C2C=CC=CC=2)C2C=CC=CC=2)C=CC=CC=1.N(C(OCC)=O)=NC(OCC)=O.N. The product is [Br:29][C:30]1[CH:35]=[CH:34][C:33]([O:1][C@H:2]([C:23]2[CH:24]=[CH:25][CH:26]=[CH:27][CH:28]=2)[CH2:3][CH2:4][N:5]2[CH2:10][CH2:9][CH:8]([C:11]3[CH:12]=[C:13]([NH:17][C:18](=[O:22])[CH:19]([CH3:21])[CH3:20])[CH:14]=[CH:15][CH:16]=3)[CH2:7][CH2:6]2)=[CH:32][CH:31]=1. The yield is 0.0960. The catalyst is C1COCC1.C(Cl)(Cl)Cl. (4) The reactants are [CH2:1]([O:5][C:6]1[CH:10]=[C:9](/[CH:11]=[CH:12]/[C:13]([O:15][CH2:16][CH3:17])=[O:14])[N:8]([CH2:18][C:19]2[CH:24]=[CH:23][C:22]([C:25]([F:28])([F:27])[F:26])=[CH:21][C:20]=2[Cl:29])[N:7]=1)[CH2:2][CH2:3][CH3:4]. The catalyst is [C].[Pd].O1CCCC1. The product is [CH2:1]([O:5][C:6]1[CH:10]=[C:9]([CH2:11][CH2:12][C:13]([O:15][CH2:16][CH3:17])=[O:14])[N:8]([CH2:18][C:19]2[CH:24]=[CH:23][C:22]([C:25]([F:28])([F:27])[F:26])=[CH:21][C:20]=2[Cl:29])[N:7]=1)[CH2:2][CH2:3][CH3:4]. The yield is 0.980. (5) The reactants are [Br:1][C:2]1[C:7](Br)=[CH:6][CH:5]=[CH:4][N:3]=1.C([Mg]Cl)(C)C.[Cl-].[Li+].[C:16]1(=[O:20])[CH2:19][CH2:18][CH2:17]1. The catalyst is O1CCCC1. The product is [Br:1][C:2]1[C:7]([C:16]2([OH:20])[CH2:19][CH2:18][CH2:17]2)=[CH:6][CH:5]=[CH:4][N:3]=1. The yield is 0.260.